Dataset: Forward reaction prediction with 1.9M reactions from USPTO patents (1976-2016). Task: Predict the product of the given reaction. (1) Given the reactants [F:1][C:2]1[CH:17]=[CH:16][C:5]([O:6][C:7]2[CH:14]=[CH:13][C:12]([Cl:15])=[CH:11][C:8]=2[C:9]#[N:10])=[C:4]([OH:18])[CH:3]=1.[Br:19]NC(=O)CCC(N)=O, predict the reaction product. The product is: [Br:19][C:17]1[C:2]([F:1])=[CH:3][C:4]([OH:18])=[C:5]([CH:16]=1)[O:6][C:7]1[CH:14]=[CH:13][C:12]([Cl:15])=[CH:11][C:8]=1[C:9]#[N:10]. (2) Given the reactants [Cl:1][C:2]1[CH:3]=[C:4]([CH:9]2[CH:13]([NH:14][CH3:15])[CH2:12][N:11]([C:16]([CH:18]3[CH2:23][CH2:22][N:21]([C:24]([C:26]4([CH3:29])[CH2:28][CH2:27]4)=[O:25])[CH2:20][CH2:19]3)=[O:17])[CH2:10]2)[CH:5]=[CH:6][C:7]=1[Cl:8].[F:30][C:31]([F:42])([F:41])[C:32]1[CH:37]=[CH:36][N:35]=[C:34]([C:38]([OH:40])=O)[CH:33]=1, predict the reaction product. The product is: [Cl:1][C:2]1[CH:3]=[C:4]([CH:9]2[CH2:10][N:11]([C:16]([CH:18]3[CH2:19][CH2:20][N:21]([C:24]([C:26]4([CH3:29])[CH2:27][CH2:28]4)=[O:25])[CH2:22][CH2:23]3)=[O:17])[CH2:12][CH:13]2[N:14]([CH3:15])[C:38]([C:34]2[CH:33]=[C:32]([C:31]([F:30])([F:42])[F:41])[CH:37]=[CH:36][N:35]=2)=[O:40])[CH:5]=[CH:6][C:7]=1[Cl:8]. (3) Given the reactants [CH:1]1([NH:4][C:5]2[C:6]([NH2:11])=[N:7][CH:8]=[CH:9][CH:10]=2)[CH2:3][CH2:2]1.[C:12](N1C=CN=C1)(N1C=CN=C1)=[O:13], predict the reaction product. The product is: [CH:1]1([N:4]2[C:5]3[C:6](=[N:7][CH:8]=[CH:9][CH:10]=3)[NH:11][C:12]2=[O:13])[CH2:3][CH2:2]1. (4) Given the reactants Br[CH2:2][C:3]1[CH:22]=[C:21]([N+:23]([O-:25])=[O:24])[CH:20]=[CH:19][C:4]=1[O:5][C:6]1[CH:7]=[C:8]([CH2:14][C:15]([O:17][CH3:18])=[O:16])[CH:9]=[CH:10][C:11]=1[O:12][CH3:13].[CH3:26][C:27]([SH:30])([CH3:29])[CH3:28].C1COCC1.[H-].[Na+], predict the reaction product. The product is: [C:27]([S:30][CH2:2][C:3]1[CH:22]=[C:21]([N+:23]([O-:25])=[O:24])[CH:20]=[CH:19][C:4]=1[O:5][C:6]1[CH:7]=[C:8]([CH2:14][C:15]([O:17][CH3:18])=[O:16])[CH:9]=[CH:10][C:11]=1[O:12][CH3:13])([CH3:29])([CH3:28])[CH3:26]. (5) The product is: [C:21]([C:2]1[CH:7]=[CH:6][N:5]2[C:8]([C:11]([O:13][CH2:14][CH3:15])=[O:12])=[CH:9][N:10]=[C:4]2[CH:3]=1)(=[O:23])[CH3:22]. Given the reactants Br[C:2]1[CH:7]=[CH:6][N:5]2[C:8]([C:11]([O:13][CH2:14][CH3:15])=[O:12])=[CH:9][N:10]=[C:4]2[CH:3]=1.C([Sn](CCCC)(CCCC)[C:21]([O:23]CC)=[CH2:22])CCC.C([O-])([O-])=O.[K+].[K+], predict the reaction product. (6) The product is: [CH3:1][C:2]1[CH:6]=[C:5]([C@H:7]([O:9][C:10]2[C:15]([NH2:16])=[CH:14][CH:13]=[CH:12][N:11]=2)[CH3:8])[O:4][N:3]=1. Given the reactants [CH3:1][C:2]1[CH:6]=[C:5]([C@H:7]([O:9][C:10]2[C:15]([N+:16]([O-])=O)=[CH:14][CH:13]=[CH:12][N:11]=2)[CH3:8])[O:4][N:3]=1.CC(C)=O.[NH4+].[Cl-], predict the reaction product. (7) Given the reactants [Cl:1][C:2]1[CH:3]=[C:4]([C:10]2[N:15]=[N:14][C:13]([O:16][CH2:17][C:18]3[CH:25]=[CH:24][C:21]([CH:22]=O)=[CH:20][CH:19]=3)=[N:12][CH:11]=2)[CH:5]=[C:6]([Cl:9])[C:7]=1[OH:8].[C:26]1([CH2:36][NH2:37])[C:35]2[C:30](=[CH:31][CH:32]=[CH:33][CH:34]=2)[CH:29]=[CH:28][CH:27]=1, predict the reaction product. The product is: [Cl:9][C:6]1[CH:5]=[C:4]([C:10]2[N:15]=[N:14][C:13]([O:16][CH2:17][C:18]3[CH:25]=[CH:24][C:21]([CH2:22][NH:37][CH2:36][C:26]4[C:35]5[C:30](=[CH:31][CH:32]=[CH:33][CH:34]=5)[CH:29]=[CH:28][CH:27]=4)=[CH:20][CH:19]=3)=[N:12][CH:11]=2)[CH:3]=[C:2]([Cl:1])[C:7]=1[OH:8].